From a dataset of Forward reaction prediction with 1.9M reactions from USPTO patents (1976-2016). Predict the product of the given reaction. (1) Given the reactants Cl.[NH2:2][CH2:3][C:4]([C:6]1[CH:11]=[CH:10][C:9]([O:12][C:13]([F:16])([F:15])[F:14])=[CH:8][CH:7]=1)=O.[N-:17]=[C:18]=[S:19].[K+], predict the reaction product. The product is: [F:14][C:13]([F:16])([F:15])[O:12][C:9]1[CH:10]=[CH:11][C:6]([C:4]2[NH:17][C:18](=[S:19])[NH:2][CH:3]=2)=[CH:7][CH:8]=1. (2) Given the reactants [OH-].[Na+].[Cl:3][C:4]1[S:8][C:7]([C:9]2[NH:13][C:12]3[CH:14]=[CH:15][C:16]([S:18]([CH2:21][C:22]([O:24]C)=[O:23])(=[O:20])=[O:19])=[CH:17][C:11]=3[N:10]=2)=[CH:6][CH:5]=1, predict the reaction product. The product is: [Cl:3][C:4]1[S:8][C:7]([C:9]2[NH:13][C:12]3[CH:14]=[CH:15][C:16]([S:18]([CH2:21][C:22]([OH:24])=[O:23])(=[O:19])=[O:20])=[CH:17][C:11]=3[N:10]=2)=[CH:6][CH:5]=1. (3) Given the reactants [S:1]1[CH:5]=[CH:4][CH:3]=[C:2]1[C:6]([OH:8])=O.CCN(C(C)C)C(C)C.F[P-](F)(F)(F)(F)F.N1(OC(N(C)C)=[N+](C)C)C2N=CC=CC=2N=N1.[CH3:42][O:43][C:44]1[CH:45]=[C:46]([NH:50][C:51]2[CH:56]=[C:55]([N:57]([CH3:59])[CH3:58])[N:54]=[C:53]([N:60]3[CH2:65][CH2:64][NH:63][CH2:62][CH2:61]3)[N:52]=2)[CH:47]=[CH:48][CH:49]=1.C([O-])(O)=O.[Na+], predict the reaction product. The product is: [CH3:42][O:43][C:44]1[CH:45]=[C:46]([NH:50][C:51]2[CH:56]=[C:55]([N:57]([CH3:59])[CH3:58])[N:54]=[C:53]([N:60]3[CH2:65][CH2:64][N:63]([C:6]([C:2]4[S:1][CH:5]=[CH:4][CH:3]=4)=[O:8])[CH2:62][CH2:61]3)[N:52]=2)[CH:47]=[CH:48][CH:49]=1. (4) Given the reactants [CH2:1]([O:3][C:4]([C:6]1[C:24]([Cl:25])=[CH:23][C:9]2[N:10]=[C:11]([NH:13][C:14]3[CH:19]=[C:18]([CH2:20][NH2:21])[CH:17]=[CH:16][C:15]=3[Cl:22])[NH:12][C:8]=2[CH:7]=1)=[O:5])[CH3:2].[C:26](Cl)(=[O:31])[C:27]([CH3:30])([CH3:29])[CH3:28], predict the reaction product. The product is: [CH2:1]([O:3][C:4]([C:6]1[C:24]([Cl:25])=[CH:23][C:9]2[N:10]=[C:11]([NH:13][C:14]3[CH:19]=[C:18]([CH2:20][NH:21][C:26]([C:27]([CH3:30])([CH3:29])[CH3:28])=[O:31])[CH:17]=[CH:16][C:15]=3[Cl:22])[NH:12][C:8]=2[CH:7]=1)=[O:5])[CH3:2]. (5) Given the reactants [Cl:1][C:2]1[N:7]=[C:6](Cl)[C:5]([CH3:9])=[CH:4][N:3]=1.[C:10]([C:12]1[CH:13]=[C:14](B(O)O)[CH:15]=[CH:16][CH:17]=1)#[N:11], predict the reaction product. The product is: [Cl:1][C:2]1[N:7]=[C:6]([C:16]2[CH:17]=[C:12]([CH:13]=[CH:14][CH:15]=2)[C:10]#[N:11])[C:5]([CH3:9])=[CH:4][N:3]=1. (6) The product is: [F:1][C:2]1[CH:10]=[C:9]2[C:5]([C:6]([C:20]3[CH:21]=[CH:22][C:23]4[N:27]=[C:26]([CH:28]5[CH2:29][CH2:30][N:31]([C:34](=[O:35])[CH3:46])[CH2:32][CH2:33]5)[O:44][C:42]=4[CH:43]=3)=[CH:7][NH:8]2)=[CH:4][CH:3]=1. Given the reactants [F:1][C:2]1[CH:10]=[C:9]2[C:5]([C:6]([C:20]3[CH:21]=[CH:22][C:23]4[N:27]=[C:26]([CH:28]5[CH2:33][CH2:32][N:31]([C:34](OC(C)(C)C)=[O:35])[CH2:30][CH2:29]5)NC=4C=3)=[CH:7][N:8]2S(C2C=CC=CC=2)(=O)=O)=[CH:4][CH:3]=1.[C:42](Cl)(=[O:44])[CH3:43].[CH2:46](Cl)Cl, predict the reaction product.